Dataset: Full USPTO retrosynthesis dataset with 1.9M reactions from patents (1976-2016). Task: Predict the reactants needed to synthesize the given product. (1) Given the product [Cl:1][C:2]1[N:3]=[CH:4][N:5]([C:12]2[CH:17]=[CH:16][C:15]([F:18])=[CH:14][C:13]=2[Cl:19])[C:6]=1[C:7]([OH:9])=[O:8], predict the reactants needed to synthesize it. The reactants are: [Cl:1][C:2]1[N:3]=[CH:4][N:5]([C:12]2[CH:17]=[CH:16][C:15]([F:18])=[CH:14][C:13]=2[Cl:19])[C:6]=1[C:7]([O:9]CC)=[O:8].O1CCCC1.[OH-].[Na+]. (2) Given the product [CH2:10]([NH:17][C:18]([C:20]1[S:24][C:23]([NH:25][C:1](=[O:8])[C:2]2[CH:7]=[CH:6][CH:5]=[CH:4][CH:3]=2)=[N:22][C:21]=1[CH3:26])=[O:19])[C:11]1[CH:16]=[CH:15][CH:14]=[CH:13][CH:12]=1, predict the reactants needed to synthesize it. The reactants are: [C:1](Cl)(=[O:8])[C:2]1[CH:7]=[CH:6][CH:5]=[CH:4][CH:3]=1.[CH2:10]([NH:17][C:18]([C:20]1[S:24][C:23]([NH2:25])=[N:22][C:21]=1[CH3:26])=[O:19])[C:11]1[CH:16]=[CH:15][CH:14]=[CH:13][CH:12]=1.C(N(CC)CC)C. (3) Given the product [F:10][C:11]([F:20])([F:21])[C:12]1[CH:19]=[CH:18][C:15]([CH2:16][N:3]2[C:4]([C:6]([O:8][CH3:9])=[O:7])=[CH:5][N:1]=[CH:2]2)=[CH:14][CH:13]=1, predict the reactants needed to synthesize it. The reactants are: [NH:1]1[CH:5]=[C:4]([C:6]([O:8][CH3:9])=[O:7])[N:3]=[CH:2]1.[F:10][C:11]([F:21])([F:20])[C:12]1[CH:19]=[CH:18][C:15]([CH2:16]O)=[CH:14][CH:13]=1.C1(P(C2C=CC=CC=2)C2C=CC=CC=2)C=CC=CC=1.C1(C)C=CC=CC=1.N(C(OC(C)C)=O)=NC(OC(C)C)=O. (4) Given the product [CH3:76][CH:75]([CH3:77])[C@H:74]([NH:78][C:79](=[O:80])[O:81][CH3:82])[C:73]([N:69]1[CH2:70][CH2:71][CH2:72][C@H:68]1[C:65]1[NH:66][CH:67]=[C:63]([C:60]2[CH:59]=[CH:58][C:57]([C:54]3[CH:55]=[CH:56][C:51]([C:49](=[O:50])[CH2:48][NH:47][C:45]([CH:13]4[CH2:14][CH2:15][C:16]5([CH2:21][CH2:20][O:19][CH2:18][CH2:17]5)[N:12]4[C:10](=[O:11])[C@@H:6]([NH:5][C:3]([O:2][CH3:1])=[O:4])[CH:7]([CH3:9])[CH3:8])=[O:46])=[CH:52][CH:53]=3)=[CH:62][CH:61]=2)[N:64]=1)=[O:83], predict the reactants needed to synthesize it. The reactants are: [CH3:1][O:2][C:3]([NH:5][C@H:6]([C:10]([N:12]1[C:16]2([CH2:21][CH2:20][O:19][CH2:18][CH2:17]2)[CH2:15][CH2:14][CH:13]1C(O)=O)=[O:11])[CH:7]([CH3:9])[CH3:8])=[O:4].CC(C)[C@H](NC(OC)=O)C(N1C([C:45]([NH:47][CH2:48][C:49]([C:51]2[CH:56]=[CH:55][C:54]([C:57]3[CH:62]=[CH:61][C:60]([C:63]4[N:64]=[C:65]([C@@H:68]5[CH2:72][CH2:71][CH2:70][N:69]5[C:73](=[O:83])[C@@H:74]([NH:78][C:79]([O:81][CH3:82])=[O:80])[CH:75]([CH3:77])[CH3:76])[NH:66][CH:67]=4)=[CH:59][CH:58]=3)=[CH:53][CH:52]=2)=[O:50])=[O:46])CC2(CN(C(OC(C)(C)C)=O)C2)C1)=O.CN(C(ON1N=NC2C=CC=NC1=2)=[N+](C)C)C.F[P-](F)(F)(F)(F)F.CCN(C(C)C)C(C)C. (5) Given the product [Si:1]([O:8][C:9]([C@@:11]1([CH2:65][F:66])[CH2:16][CH2:15][C:14]([C:17]2[C:22]([CH3:62])([CH3:21])[C@H:31]3[C@:32]([CH3:35])([CH2:33][CH:34]=2)[C@@H:19]2[C@:88]([CH3:87])([C@@:89]4([CH3:124])[C@H:94]([CH2:95][CH2:18]2)[C@H:93]2[C@H:102]([C:105]([CH3:107])=[CH2:106])[CH2:103][CH2:104][C@:92]2([NH:108][CH2:109][CH2:110][N:111]2[CH2:116][CH2:115][S:114](=[O:118])(=[O:117])[CH2:113][CH:112]2[C:119]([O:121][CH2:122][CH3:123])=[O:120])[CH2:91][CH2:90]4)[CH2:97][CH2:30]3)=[CH:13][CH2:12]1)=[O:10])([C:4]([CH3:7])([CH3:5])[CH3:6])([CH3:2])[CH3:3], predict the reactants needed to synthesize it. The reactants are: [Si:1]([O:8][C:9]([C@@:11]1([CH2:65][F:66])[CH2:16][CH2:15][C:14]([C:17]2[C:18](C)(C)[C@H:19]3[C@:32]([CH3:35])([CH2:33][CH:34]=2)[C@@H:31]2[C@:22]([CH3:62])([C@@]4(C)[C@H](C[CH2:30]2)[C@H]2[C@H](C(C)=C)CC[C@]2(NCCN2CCC(C(OCC)=O)(C(OCC)=O)CC2)CC4)[CH2:21]C3)=[CH:13][CH2:12]1)=[O:10])([C:4]([CH3:7])([CH3:6])[CH3:5])([CH3:3])[CH3:2].C(OC([C@@]1(CF)CCC(C2C(C)(C)[C@H]3[C@](C)(CC=2)[C@@H:97]2[C@:88](C)([C@@:89]4([CH3:124])[C@H:94]([CH2:95]C2)[C@H:93]2[C@H:102]([C:105]([CH3:107])=[CH2:106])[CH2:103][CH2:104][C@:92]2([NH:108][CH2:109][CH2:110][N:111]2[CH2:116][CH2:115][S:114](=[O:118])(=[O:117])[CH2:113][CH:112]2[C:119]([O:121][CH2:122][CH3:123])=[O:120])[CH2:91][CH2:90]4)[CH2:87]C3)=CC1)=O)C1C=CC=CC=1. (6) Given the product [Br:1][C:2]1[CH:3]=[C:4]([C:5]([C:2]2[CH:3]=[CH:4][CH:8]=[CH:9][CH:10]=2)=[O:6])[CH:8]=[CH:9][CH:10]=1, predict the reactants needed to synthesize it. The reactants are: [Br:1][C:2]1[CH:3]=[C:4]([CH:8]=[CH:9][CH:10]=1)[C:5](Cl)=[O:6].[Cl-].[Al+3].[Cl-].[Cl-]. (7) The reactants are: [CH3:1][C:2]([CH3:12])=[CH:3][C:4]1[CH:11]=[CH:10][C:7]([CH2:8]O)=[CH:6][CH:5]=1.C(Br)(Br)(Br)[Br:14].C1(P(C2C=CC=CC=2)C2C=CC=CC=2)C=CC=CC=1.O. Given the product [CH3:1][C:2]([CH3:12])=[CH:3][C:4]1[CH:11]=[CH:10][C:7]([CH2:8][Br:14])=[CH:6][CH:5]=1, predict the reactants needed to synthesize it. (8) Given the product [Cl:19][C:13]1[CH:14]=[C:15]([O:18][C:2]2[C:3]3[NH:10][CH:9]=[CH:8][C:4]=3[N:5]=[CH:6][N:7]=2)[CH:16]=[CH:17][C:12]=1[NH2:11], predict the reactants needed to synthesize it. The reactants are: Cl[C:2]1[C:3]2[NH:10][CH:9]=[CH:8][C:4]=2[N:5]=[CH:6][N:7]=1.[NH2:11][C:12]1[CH:17]=[CH:16][C:15]([OH:18])=[CH:14][C:13]=1[Cl:19].C(=O)([O-])[O-].[K+].[K+].CN1CCCC1=O. (9) Given the product [CH:35]1([CH2:39][O:1][C:2]2[CH:3]=[C:4]([C:8]3([C:25]4[CH:30]=[CH:29][N:28]=[C:27]([C:31]([F:33])([F:32])[F:34])[CH:26]=4)[C:16]4[C:11](=[N:12][CH:13]=[CH:14][CH:15]=4)[C:10]([NH2:17])=[N:9]3)[CH:5]=[CH:6][CH:7]=2)[CH2:38][CH2:37][CH2:36]1, predict the reactants needed to synthesize it. The reactants are: [OH:1][C:2]1[CH:3]=[C:4]([C:8]2([C:25]3[CH:30]=[CH:29][N:28]=[C:27]([C:31]([F:34])([F:33])[F:32])[CH:26]=3)[C:16]3[C:11](=[N:12][CH:13]=[CH:14][CH:15]=3)[C:10]([NH:17]C(=O)OC(C)(C)C)=[N:9]2)[CH:5]=[CH:6][CH:7]=1.[CH:35]1([CH2:39]O)[CH2:38][CH2:37][CH2:36]1. (10) Given the product [CH2:27]([O:29][C:30]1[N:34]([CH2:35][C:36]2[CH:37]=[CH:38][C:39]([C:42]3[CH:47]=[CH:46][CH:45]=[CH:44][C:43]=3[C:48]3[N:52]([C:53]([C:60]4[CH:61]=[CH:62][CH:63]=[CH:64][CH:65]=4)([C:54]4[CH:55]=[CH:56][CH:57]=[CH:58][CH:59]=4)[C:66]4[CH:71]=[CH:70][CH:69]=[CH:68][CH:67]=4)[N:51]=[N:50][N:49]=3)=[CH:40][CH:41]=2)[C:33]2[C:72]([C:76]([O:78][CH:23]([O:22][C:6]([O:7][CH2:8][CH2:9][CH2:10][C@@H:11]([O:18][N+:19]([O-:21])=[O:20])[C@H:12]([O:14][N+:15]([O-:17])=[O:16])[CH3:13])=[O:26])[CH3:24])=[O:77])=[CH:73][CH:74]=[CH:75][C:32]=2[N:31]=1)[CH3:28], predict the reactants needed to synthesize it. The reactants are: CN(C)C=O.[C:6](=[O:26])([O:22][CH:23](Cl)[CH3:24])[O:7][CH2:8][CH2:9][CH2:10][C@@H:11]([O:18][N+:19]([O-:21])=[O:20])[C@H:12]([O:14][N+:15]([O-:17])=[O:16])[CH3:13].[CH2:27]([O:29][C:30]1[N:34]([CH2:35][C:36]2[CH:41]=[CH:40][C:39]([C:42]3[CH:47]=[CH:46][CH:45]=[CH:44][C:43]=3[C:48]3[N:52]([C:53]([C:66]4[CH:71]=[CH:70][CH:69]=[CH:68][CH:67]=4)([C:60]4[CH:65]=[CH:64][CH:63]=[CH:62][CH:61]=4)[C:54]4[CH:59]=[CH:58][CH:57]=[CH:56][CH:55]=4)[N:51]=[N:50][N:49]=3)=[CH:38][CH:37]=2)[C:33]2[C:72]([C:76]([OH:78])=[O:77])=[CH:73][CH:74]=[CH:75][C:32]=2[N:31]=1)[CH3:28].C(=O)([O-])[O-].[Cs+].[Cs+].